Dataset: TCR-epitope binding with 47,182 pairs between 192 epitopes and 23,139 TCRs. Task: Binary Classification. Given a T-cell receptor sequence (or CDR3 region) and an epitope sequence, predict whether binding occurs between them. (1) The epitope is NLVPMVATV. The TCR CDR3 sequence is CAISEGIAEQFF. Result: 0 (the TCR does not bind to the epitope). (2) The epitope is GLIYNRMGAVTTEV. The TCR CDR3 sequence is CSATTGNPGQPQHF. Result: 1 (the TCR binds to the epitope). (3) The TCR CDR3 sequence is CASRDRQSHEQYF. The epitope is LPPIVAKEI. Result: 1 (the TCR binds to the epitope). (4) The epitope is FLPRVFSAV. The TCR CDR3 sequence is CAISDPGLAGVDEQFF. Result: 1 (the TCR binds to the epitope). (5) The epitope is RISNCVADY. The TCR CDR3 sequence is CASSSSRSVVAGTGELFF. Result: 0 (the TCR does not bind to the epitope). (6) The epitope is SLFNTVATLY. The TCR CDR3 sequence is CASSLWAGPSNEQFF. Result: 0 (the TCR does not bind to the epitope). (7) Result: 1 (the TCR binds to the epitope). The TCR CDR3 sequence is CASSAGTNYEQYF. The epitope is QECVRGTTVL. (8) The epitope is GPGHKARVL. The TCR CDR3 sequence is CASSLESGSSYNEQFF. Result: 1 (the TCR binds to the epitope). (9) The epitope is RAKFKQLL. The TCR CDR3 sequence is CASSFPSGDGTQYF. Result: 1 (the TCR binds to the epitope). (10) The epitope is RTLNAWVKV. The TCR CDR3 sequence is CAISDSPNTGELFF. Result: 1 (the TCR binds to the epitope).